From a dataset of Catalyst prediction with 721,799 reactions and 888 catalyst types from USPTO. Predict which catalyst facilitates the given reaction. (1) The catalyst class is: 2. Reactant: FC(F)(F)C(O)=O.C([SiH](CC)CC)C.[CH2:15]([CH:17]1[O:22][C:21]2[CH:23]=[C:24]([C:27]3[CH:28]=[N:29][C:30]([N:33]4[CH2:37][CH2:36][CH:35]([CH2:38][C:39]([O:41]CCCC)=[O:40])[CH2:34]4)=[N:31][CH:32]=3)[CH:25]=[CH:26][C:20]=2[N:19]([C:46](=[O:54])[NH:47][C:48]2[CH:53]=[CH:52][CH:51]=[CH:50][CH:49]=2)[CH2:18]1)[CH3:16]. Product: [CH2:15]([CH:17]1[O:22][C:21]2[CH:23]=[C:24]([C:27]3[CH:28]=[N:29][C:30]([N:33]4[CH2:37][CH2:36][CH:35]([CH2:38][C:39]([OH:41])=[O:40])[CH2:34]4)=[N:31][CH:32]=3)[CH:25]=[CH:26][C:20]=2[N:19]([C:46](=[O:54])[NH:47][C:48]2[CH:53]=[CH:52][CH:51]=[CH:50][CH:49]=2)[CH2:18]1)[CH3:16]. (2) Reactant: [NH:1]1[C:9]2[C:4](=[CH:5][C:6]([C:10]([N:12]3[CH2:18][C:17]4([CH3:20])[CH2:19][CH:13]3[CH2:14][C:15]([CH3:22])([CH3:21])[CH2:16]4)=[O:11])=[CH:7][CH:8]=2)[CH:3]=[CH:2]1.C=O.[CH3:25][S:26]([O-:28])=[O:27].[Na+].[C:30](O)(=O)C. Product: [CH3:25][S:26]([CH2:30][C:3]1[C:4]2[C:9](=[CH:8][CH:7]=[C:6]([C:10]([N:12]3[CH2:18][C:17]4([CH3:20])[CH2:19][CH:13]3[CH2:14][C:15]([CH3:22])([CH3:21])[CH2:16]4)=[O:11])[CH:5]=2)[NH:1][CH:2]=1)(=[O:28])=[O:27]. The catalyst class is: 3. (3) Reactant: [Na+:1].[Na+:1].[OH:3][C:4]1[CH:9]=[CH:8][C:7]([S:10]([O-:13])(=[O:12])=[O:11])=[CH:6][CH:5]=1.[OH:3][C:4]1[CH:9]=[CH:8][C:7]([S:10]([O-:13])(=[O:11])=[O:12])=[CH:6][CH:5]=1.Cl[CH2:26][C:27]1[N:28]=[C:29]([C:33]2[CH:38]=[CH:37][CH:36]=[CH:35][CH:34]=2)[O:30][C:31]=1[CH3:32]. Product: [Na+:1].[CH3:32][C:31]1[O:30][C:29]([C:33]2[CH:34]=[CH:35][CH:36]=[CH:37][CH:38]=2)=[N:28][C:27]=1[CH2:26][O:3][C:4]1[CH:9]=[CH:8][C:7]([S:10]([O-:13])(=[O:11])=[O:12])=[CH:6][CH:5]=1. The catalyst class is: 3.